This data is from Catalyst prediction with 721,799 reactions and 888 catalyst types from USPTO. The task is: Predict which catalyst facilitates the given reaction. Reactant: Cl[C:2]1[N:7]=[C:6]([S:8][CH3:9])[C:5]([F:10])=[CH:4][N:3]=1.[F:11][C:12]1[CH:13]=[C:14]2[C:20](B3OC(C)(C)C(C)(C)O3)=[CH:19][N:18]([S:30]([C:33]3[CH:38]=[CH:37][C:36]([CH3:39])=[CH:35][CH:34]=3)(=[O:32])=[O:31])[C:15]2=[N:16][CH:17]=1.C([O-])([O-])=O.[Na+].[Na+]. Product: [F:11][C:12]1[CH:13]=[C:14]2[C:20]([C:2]3[N:7]=[C:6]([S:8][CH3:9])[C:5]([F:10])=[CH:4][N:3]=3)=[CH:19][N:18]([S:30]([C:33]3[CH:38]=[CH:37][C:36]([CH3:39])=[CH:35][CH:34]=3)(=[O:31])=[O:32])[C:15]2=[N:16][CH:17]=1. The catalyst class is: 149.